From a dataset of Forward reaction prediction with 1.9M reactions from USPTO patents (1976-2016). Predict the product of the given reaction. (1) Given the reactants Cl[C:2]1[CH2:6][C@H:5]([CH:7]2[CH2:11][CH2:10][CH2:9][CH2:8]2)[N:4]([C:12]2[CH:19]=[CH:18][C:15]([C:16]#[N:17])=[C:14]([CH3:20])[N:13]=2)[N:3]=1.C([Si]([O:28][C:29]1[C:34]([F:35])=[CH:33][C:32](B2OC(C)(C)C(C)(C)O2)=[CH:31][C:30]=1[F:45])(C)C)(C)(C)C, predict the reaction product. The product is: [CH:7]1([C@@H:5]2[N:4]([C:12]3[CH:19]=[CH:18][C:15]([C:16]#[N:17])=[C:14]([CH3:20])[N:13]=3)[N:3]=[C:2]([C:32]3[CH:33]=[C:34]([F:35])[C:29]([OH:28])=[C:30]([F:45])[CH:31]=3)[CH2:6]2)[CH2:11][CH2:10][CH2:9][CH2:8]1. (2) Given the reactants [O:1]=[C:2]1[CH:11]=[CH:10][C:9]2[CH2:8][CH2:7][C:6](=[O:12])[N:5]3[CH2:13][C@@H:14]([CH2:15][N:16]4[CH2:21][CH2:20][O:19][C@@H:18]([CH2:22][NH:23][C:24](=[O:30])[O:25][C:26]([CH3:29])([CH3:28])[CH3:27])[CH2:17]4)[N:3]1[C:4]=23.C(C1C(=O)C(Cl)=C(Cl)C(=O)C=1C#N)#N.C([O-])([O-])=O.[K+].[K+], predict the reaction product. The product is: [O:12]=[C:6]1[CH:7]=[CH:8][C:9]2[CH:10]=[CH:11][C:2](=[O:1])[N:3]3[C@H:14]([CH2:15][N:16]4[CH2:21][CH2:20][O:19][C@@H:18]([CH2:22][NH:23][C:24](=[O:30])[O:25][C:26]([CH3:28])([CH3:27])[CH3:29])[CH2:17]4)[CH2:13][N:5]1[C:4]=23. (3) The product is: [C:1]([CH:3]([C:5]1[CH:6]=[C:7]([CH:11]=[CH:12][CH:13]=1)[C:8]([NH:25][C:26]1[CH:27]=[CH:28][C:29]([O:48][CH3:49])=[C:30]([O:31][C:32]2[CH:33]=[CH:34][C:35]3[N:36]([CH:38]=[C:39]([NH:41][C:42]([CH:44]4[CH2:46][CH2:45]4)=[O:43])[N:40]=3)[N:37]=2)[CH:47]=1)=[O:10])[CH3:4])#[N:2]. Given the reactants [C:1]([CH:3]([C:5]1[CH:6]=[C:7]([CH:11]=[CH:12][CH:13]=1)[C:8]([OH:10])=O)[CH3:4])#[N:2].C(Cl)(=O)C(Cl)=O.O1CCCC1.[NH2:25][C:26]1[CH:27]=[CH:28][C:29]([O:48][CH3:49])=[C:30]([CH:47]=1)[O:31][C:32]1[CH:33]=[CH:34][C:35]2[N:36]([CH:38]=[C:39]([NH:41][C:42]([CH:44]3[CH2:46][CH2:45]3)=[O:43])[N:40]=2)[N:37]=1, predict the reaction product.